The task is: Regression. Given two drug SMILES strings and cell line genomic features, predict the synergy score measuring deviation from expected non-interaction effect.. This data is from NCI-60 drug combinations with 297,098 pairs across 59 cell lines. (1) Drug 1: C1=CC(=CC=C1CCC2=CNC3=C2C(=O)NC(=N3)N)C(=O)NC(CCC(=O)O)C(=O)O. Drug 2: CC1=C(C(=O)C2=C(C1=O)N3CC4C(C3(C2COC(=O)N)OC)N4)N. Cell line: SN12C. Synergy scores: CSS=35.1, Synergy_ZIP=-5.02, Synergy_Bliss=-4.11, Synergy_Loewe=-1.91, Synergy_HSA=0.725. (2) Drug 1: CN1CCC(CC1)COC2=C(C=C3C(=C2)N=CN=C3NC4=C(C=C(C=C4)Br)F)OC. Drug 2: CC1OCC2C(O1)C(C(C(O2)OC3C4COC(=O)C4C(C5=CC6=C(C=C35)OCO6)C7=CC(=C(C(=C7)OC)O)OC)O)O. Cell line: OVCAR-8. Synergy scores: CSS=27.9, Synergy_ZIP=4.06, Synergy_Bliss=8.10, Synergy_Loewe=-1.73, Synergy_HSA=9.01. (3) Drug 2: C1=CN(C=N1)CC(O)(P(=O)(O)O)P(=O)(O)O. Synergy scores: CSS=5.15, Synergy_ZIP=-8.68, Synergy_Bliss=-3.54, Synergy_Loewe=-23.2, Synergy_HSA=-2.45. Drug 1: C1C(C(OC1N2C=C(C(=O)NC2=O)F)CO)O. Cell line: SN12C. (4) Drug 1: C1=NC2=C(N1)C(=S)N=C(N2)N. Drug 2: CCCCCOC(=O)NC1=NC(=O)N(C=C1F)C2C(C(C(O2)C)O)O. Cell line: HCC-2998. Synergy scores: CSS=31.7, Synergy_ZIP=-3.25, Synergy_Bliss=-1.78, Synergy_Loewe=-23.5, Synergy_HSA=-1.30.